From a dataset of NCI-60 drug combinations with 297,098 pairs across 59 cell lines. Regression. Given two drug SMILES strings and cell line genomic features, predict the synergy score measuring deviation from expected non-interaction effect. (1) Drug 1: C1C(C(OC1N2C=C(C(=O)NC2=O)F)CO)O. Drug 2: CC1=C2C(C(=O)C3(C(CC4C(C3C(C(C2(C)C)(CC1OC(=O)C(C(C5=CC=CC=C5)NC(=O)OC(C)(C)C)O)O)OC(=O)C6=CC=CC=C6)(CO4)OC(=O)C)O)C)O. Cell line: ACHN. Synergy scores: CSS=20.6, Synergy_ZIP=0.303, Synergy_Bliss=1.32, Synergy_Loewe=-5.22, Synergy_HSA=-0.00908. (2) Drug 1: C(=O)(N)NO. Drug 2: COC1=NC(=NC2=C1N=CN2C3C(C(C(O3)CO)O)O)N. Cell line: UO-31. Synergy scores: CSS=4.39, Synergy_ZIP=-2.91, Synergy_Bliss=-1.37, Synergy_Loewe=0.440, Synergy_HSA=0.602.